From a dataset of Forward reaction prediction with 1.9M reactions from USPTO patents (1976-2016). Predict the product of the given reaction. (1) Given the reactants [CH3:1][C:2]1[CH:7]=[C:6]([CH3:8])[N:5]=[C:4]([N:9]2[CH2:16][CH:15]3[CH:11]([CH2:12][NH:13][CH2:14]3)[CH2:10]2)[N:3]=1.CC(O)=O.[CH2:21]([O:23][C:24]1[C:25]([C:31](O)=[O:32])=[N:26][C:27]([CH3:30])=[CH:28][CH:29]=1)[CH3:22], predict the reaction product. The product is: [CH3:1][C:2]1[CH:7]=[C:6]([CH3:8])[N:5]=[C:4]([N:9]2[CH2:16][CH:15]3[CH:11]([CH2:12][N:13]([C:31]([C:25]4[C:24]([O:23][CH2:21][CH3:22])=[CH:29][CH:28]=[C:27]([CH3:30])[N:26]=4)=[O:32])[CH2:14]3)[CH2:10]2)[N:3]=1. (2) Given the reactants [Cl:1][C:2]1[C:3]([NH2:8])=[N:4][NH:5][C:6]=1[CH3:7].C([O-])([O-])=O.[K+].[K+].Cl[CH2:16][C:17]([N:19]1[CH2:24][CH2:23][N:22]([C:25]2[CH:30]=[CH:29][C:28]([Cl:31])=[CH:27][CH:26]=2)[CH2:21][CH2:20]1)=[O:18].CN(C=O)C, predict the reaction product. The product is: [NH2:8][C:3]1[C:2]([Cl:1])=[C:6]([CH3:7])[N:5]([CH2:16][C:17]([N:19]2[CH2:20][CH2:21][N:22]([C:25]3[CH:30]=[CH:29][C:28]([Cl:31])=[CH:27][CH:26]=3)[CH2:23][CH2:24]2)=[O:18])[N:4]=1. (3) Given the reactants [CH3:1][O:2][C:3]([C:5]1[N:6]([CH2:21][C:22]2[CH:27]=[CH:26][C:25]([O:28][CH3:29])=[CH:24][CH:23]=2)[N:7]=[C:8]([NH:10]C(OCC2C=CC=CC=2)=O)[CH:9]=1)=[O:4].CO, predict the reaction product. The product is: [CH3:1][O:2][C:3]([C:5]1[N:6]([CH2:21][C:22]2[CH:27]=[CH:26][C:25]([O:28][CH3:29])=[CH:24][CH:23]=2)[N:7]=[C:8]([NH2:10])[CH:9]=1)=[O:4].